From a dataset of Peptide-MHC class I binding affinity with 185,985 pairs from IEDB/IMGT. Regression. Given a peptide amino acid sequence and an MHC pseudo amino acid sequence, predict their binding affinity value. This is MHC class I binding data. (1) The peptide sequence is YQMLLALVAL. The MHC is HLA-A02:01 with pseudo-sequence HLA-A02:01. The binding affinity (normalized) is 0.965. (2) The peptide sequence is LLSRVYQIL. The MHC is HLA-A02:02 with pseudo-sequence HLA-A02:02. The binding affinity (normalized) is 0.914. (3) The peptide sequence is EILGIAHLL. The MHC is HLA-A02:01 with pseudo-sequence HLA-A02:01. The binding affinity (normalized) is 0.226. (4) The peptide sequence is NAASFAINY. The MHC is HLA-A26:01 with pseudo-sequence HLA-A26:01. The binding affinity (normalized) is 0.0847. (5) The MHC is HLA-A68:02 with pseudo-sequence HLA-A68:02. The peptide sequence is AETESATLF. The binding affinity (normalized) is 0.0847. (6) The peptide sequence is ATIGTAMYK. The MHC is HLA-A24:02 with pseudo-sequence HLA-A24:02. The binding affinity (normalized) is 0. (7) The peptide sequence is TTSLFLHLV. The MHC is HLA-A11:01 with pseudo-sequence HLA-A11:01. The binding affinity (normalized) is 0.391. (8) The peptide sequence is QQSKNSKFKNF. The MHC is Mamu-A07 with pseudo-sequence Mamu-A07. The binding affinity (normalized) is 0. (9) The peptide sequence is PIQKETWETW. The MHC is HLA-C06:02 with pseudo-sequence HLA-C06:02. The binding affinity (normalized) is 0.